This data is from Reaction yield outcomes from USPTO patents with 853,638 reactions. The task is: Predict the reaction yield, written as a fraction of the theoretical maximum amount of product (1.0 means a 100% yield; for example, 0.34 means a 34% yield). (1) The yield is 0.872. The reactants are [Br:1][C:2]1[C:6]([C:7]#[N:8])=[C:5]([Br:9])[S:4][C:3]=1[C:10]([NH2:12])=O.C1(C)C=CC=CC=1.COC(OC)[N:23]([CH3:25])C.C(O)(=O)C.O.[NH2:33]N. The product is [Br:9][C:5]1[S:4][C:3]([C:10]2[NH:12][CH:25]=[N:23][N:33]=2)=[C:2]([Br:1])[C:6]=1[C:7]#[N:8]. No catalyst specified. (2) The reactants are [Cl-].O[NH3+:3].[C:4](=[O:7])([O-])[OH:5].[Na+].CS(C)=O.[F:13][C:14]1[CH:15]=[C:16]([C:48]2[C:49]([C:54]#[N:55])=[CH:50][CH:51]=[CH:52][CH:53]=2)[CH:17]=[CH:18][C:19]=1[CH2:20][C:21]1[C:22](=[O:47])[N:23]([C@H:33]2[CH2:38][CH2:37][C@H:36]([O:39][CH:40]([C:42]3([OH:46])[CH2:45][CH2:44][CH2:43]3)[CH3:41])[CH2:35][CH2:34]2)[C:24]2[N:25]([N:30]=[CH:31][N:32]=2)[C:26]=1[CH2:27][CH2:28][CH3:29]. The catalyst is O.C(OCC)(=O)C. The product is [F:13][C:14]1[CH:15]=[C:16]([C:48]2[CH:53]=[CH:52][CH:51]=[CH:50][C:49]=2[C:54]2[NH:3][C:4](=[O:7])[O:5][N:55]=2)[CH:17]=[CH:18][C:19]=1[CH2:20][C:21]1[C:22](=[O:47])[N:23]([C@H:33]2[CH2:38][CH2:37][C@H:36]([O:39][CH:40]([C:42]3([OH:46])[CH2:43][CH2:44][CH2:45]3)[CH3:41])[CH2:35][CH2:34]2)[C:24]2[N:25]([N:30]=[CH:31][N:32]=2)[C:26]=1[CH2:27][CH2:28][CH3:29]. The yield is 0.810.